This data is from Reaction yield outcomes from USPTO patents with 853,638 reactions. The task is: Predict the reaction yield, written as a fraction of the theoretical maximum amount of product (1.0 means a 100% yield; for example, 0.34 means a 34% yield). (1) The reactants are [OH:1][C:2]1[C:3]([O:14][CH3:15])=[CH:4][C:5]([N+:11]([O-:13])=[O:12])=[C:6]([CH:10]=1)[C:7]([OH:9])=[O:8].[CH3:16]O. The catalyst is S(=O)(=O)(O)O. The product is [OH:1][C:2]1[C:3]([O:14][CH3:15])=[CH:4][C:5]([N+:11]([O-:13])=[O:12])=[C:6]([CH:10]=1)[C:7]([O:9][CH3:16])=[O:8]. The yield is 0.450. (2) The reactants are [C:1]([O:5][C:6]([NH:8][C@H:9]1[CH2:23][CH2:22][CH2:21][O:20][CH2:19][CH:18]=[CH:17][C@@H:16]2[CH2:24][C@@:15]2([C:25]([O:27]CC)=[O:26])[NH:14][C:13](=[O:30])[C@@H:12]2[CH2:31][C@@H:32]([O:34][C:35]([N:37]3[CH2:45][C:44]4[C:39](=[CH:40][CH:41]=[CH:42][C:43]=4[F:46])[CH2:38]3)=[O:36])[CH2:33][N:11]2[C:10]1=[O:47])=[O:7])([CH3:4])([CH3:3])[CH3:2].[OH-].[Na+].CCOCC. The catalyst is C1COCC1.O. The product is [C:1]([O:5][C:6]([NH:8][C@H:9]1[CH2:23][CH2:22][CH2:21][O:20][CH2:19][CH:18]=[CH:17][C@@H:16]2[CH2:24][C@@:15]2([C:25]([OH:27])=[O:26])[NH:14][C:13](=[O:30])[C@@H:12]2[CH2:31][C@@H:32]([O:34][C:35]([N:37]3[CH2:45][C:44]4[C:39](=[CH:40][CH:41]=[CH:42][C:43]=4[F:46])[CH2:38]3)=[O:36])[CH2:33][N:11]2[C:10]1=[O:47])=[O:7])([CH3:4])([CH3:2])[CH3:3]. The yield is 0.920.